Regression/Classification. Given a drug SMILES string, predict its absorption, distribution, metabolism, or excretion properties. Task type varies by dataset: regression for continuous measurements (e.g., permeability, clearance, half-life) or binary classification for categorical outcomes (e.g., BBB penetration, CYP inhibition). Dataset: cyp3a4_veith. From a dataset of CYP3A4 inhibition data for predicting drug metabolism from PubChem BioAssay. (1) The drug is O=C(c1ccco1)N1CCC[C@@]2(CCN(C(c3ccccc3)c3ccccc3)C2)C1. The result is 1 (inhibitor). (2) The compound is CS(=O)(=O)Nc1cccc(-c2nc(-n3ccnc3)c3ccccc3n2)c1. The result is 1 (inhibitor). (3) The drug is COc1cccc(Cn2c(=O)c(CCc3ccccc3)nc3cnc(N4CCOCC4)nc32)c1. The result is 0 (non-inhibitor). (4) The drug is COc1ccc(-c2nnc(SCc3cccc(C)c3)n2N)cc1. The result is 1 (inhibitor). (5) The drug is CCNc1nc(Oc2ccc(=O)n(-c3ccccc3)n2)nc(N(C)C)n1. The result is 0 (non-inhibitor). (6) The compound is Cc1ccc(CNC(=O)c2nnn(-c3cccc(C)c3)c2N)cc1. The result is 1 (inhibitor).